This data is from Forward reaction prediction with 1.9M reactions from USPTO patents (1976-2016). The task is: Predict the product of the given reaction. (1) Given the reactants Br[C:2]1[CH:3]=[C:4]([CH:20]=[CH:21][C:22]=1[O:23][CH3:24])[CH:5]=[C:6]1[C:14]2[C:9](=[CH:10][C:11]([NH:15][C:16](=[O:18])[CH3:17])=[CH:12][CH:13]=2)[NH:8][C:7]1=[O:19].C(=O)([O-])[O-].[Na+].[Na+].[C:31]([NH:34][C:35]1[CH:36]=[C:37](B(O)O)[CH:38]=[CH:39][CH:40]=1)(=[O:33])[CH3:32].O, predict the reaction product. The product is: [C:31]([NH:34][C:35]1[CH:40]=[C:39]([C:2]2[C:22]([O:23][CH3:24])=[CH:21][CH:20]=[C:4]([CH:5]=[C:6]3[C:14]4[C:9](=[CH:10][C:11]([NH:15][C:16](=[O:18])[CH3:17])=[CH:12][CH:13]=4)[NH:8][C:7]3=[O:19])[CH:3]=2)[CH:38]=[CH:37][CH:36]=1)(=[O:33])[CH3:32]. (2) The product is: [ClH:19].[CH3:4][CH:3]([N:6]1[CH2:11][CH2:10][CH:9]([O:12][CH:13]2[CH2:18][CH2:17][N:16]([C:20]3[N:21]=[CH:22][C:23]([C:26]#[N:27])=[CH:24][CH:25]=3)[CH2:15][CH2:14]2)[CH2:8][CH2:7]1)[CH3:5]. Given the reactants Cl.Cl.[CH:3]([N:6]1[CH2:11][CH2:10][CH:9]([O:12][CH:13]2[CH2:18][CH2:17][NH:16][CH2:15][CH2:14]2)[CH2:8][CH2:7]1)([CH3:5])[CH3:4].[Cl:19][C:20]1[CH:25]=[CH:24][C:23]([C:26]#[N:27])=[CH:22][N:21]=1.C(=O)([O-])[O-].[K+].[K+], predict the reaction product. (3) Given the reactants C([O:3][C:4]([C:6]1[N:7]=[C:8]([C:15]2[CH:20]=[CH:19][C:18]([F:21])=[CH:17][C:16]=2[S:22]([CH3:25])(=[O:24])=[O:23])[N:9]([CH3:14])[C:10](=[O:13])[C:11]=1[OH:12])=O)C.[CH3:26][C:27]1[CH:28]=[C:29]([CH:32]=[CH:33][C:34]=1[CH3:35])[CH2:30][NH2:31], predict the reaction product. The product is: [CH3:26][C:27]1[CH:28]=[C:29]([CH:32]=[CH:33][C:34]=1[CH3:35])[CH2:30][NH:31][C:4]([C:6]1[N:7]=[C:8]([C:15]2[CH:20]=[CH:19][C:18]([F:21])=[CH:17][C:16]=2[S:22]([CH3:25])(=[O:24])=[O:23])[N:9]([CH3:14])[C:10](=[O:13])[C:11]=1[OH:12])=[O:3]. (4) Given the reactants [C:1]([O:5][C:6]([N:8]1[CH2:13][CH2:12][N:11]([C:14]2[C:19]([F:20])=[CH:18][C:17]([F:21])=[C:16](F)[N:15]=2)[CH2:10][CH2:9]1)=[O:7])([CH3:4])([CH3:3])[CH3:2].C1(=O)[NH:27]C(=O)C2=CC=CC=C12.[K], predict the reaction product. The product is: [NH2:27][C:16]1[N:15]=[C:14]([N:11]2[CH2:12][CH2:13][N:8]([C:6]([O:5][C:1]([CH3:4])([CH3:3])[CH3:2])=[O:7])[CH2:9][CH2:10]2)[C:19]([F:20])=[CH:18][C:17]=1[F:21]. (5) The product is: [Cl:16][C:12]1[CH:11]=[C:10]([C:6]2[S:3][C:2]([NH2:4])=[N:1][C:7]=2[CH3:8])[CH:15]=[CH:14][N:13]=1. Given the reactants [NH2:1][C:2]([NH2:4])=[S:3].Br[CH:6]([C:10]1[CH:15]=[CH:14][N:13]=[C:12]([Cl:16])[CH:11]=1)[C:7](=O)[CH3:8], predict the reaction product. (6) The product is: [CH3:1][O:2][C:3]1[C:12]2[N:11]=[C:10]([NH:13][C:38](=[O:39])[C:37]3[CH:41]=[CH:42][C:34]([CH2:33][CH2:32][N:27]4[CH2:31][CH2:30][CH2:29][CH2:28]4)=[N:35][CH:36]=3)[N:9]3[CH2:14][CH2:15][N:16]=[C:8]3[C:7]=2[CH:6]=[CH:5][C:4]=1[O:17][CH2:18][CH2:19][CH2:20][N:21]1[CH2:22][CH2:23][O:24][CH2:25][CH2:26]1. Given the reactants [CH3:1][O:2][C:3]1[C:12]2[N:11]=[C:10]([NH2:13])[N:9]3[CH2:14][CH2:15][N:16]=[C:8]3[C:7]=2[CH:6]=[CH:5][C:4]=1[O:17][CH2:18][CH2:19][CH2:20][N:21]1[CH2:26][CH2:25][O:24][CH2:23][CH2:22]1.[N:27]1([CH2:32][CH2:33][C:34]2[CH:42]=[CH:41][C:37]([C:38](O)=[O:39])=[CH:36][N:35]=2)[CH2:31][CH2:30][CH2:29][CH2:28]1.C1CN([P+](ON2N=NC3C=CC=CC2=3)(N2CCCC2)N2CCCC2)CC1.F[P-](F)(F)(F)(F)F.C(N(C(C)C)CC)(C)C, predict the reaction product.